This data is from Reaction yield outcomes from USPTO patents with 853,638 reactions. The task is: Predict the reaction yield, written as a fraction of the theoretical maximum amount of product (1.0 means a 100% yield; for example, 0.34 means a 34% yield). The reactants are [Br:1][C:2]1[CH:3]=[CH:4][C:5]2[O:10][CH2:9][C@@H:8]([CH2:11][OH:12])[O:7][C:6]=2[CH:13]=1.[C:14]1(O)[CH:19]=[CH:18][CH:17]=[CH:16][CH:15]=1.C1(P(C2C=CC=CC=2)C2C=CC=CC=2)C=CC=CC=1.CCOC(/N=N/C(OCC)=O)=O. The catalyst is C1COCC1. The product is [Br:1][C:2]1[CH:3]=[CH:4][C:5]2[O:10][CH2:9][C@@H:8]([CH2:11][O:12][C:14]3[CH:19]=[CH:18][CH:17]=[CH:16][CH:15]=3)[O:7][C:6]=2[CH:13]=1. The yield is 0.370.